This data is from Full USPTO retrosynthesis dataset with 1.9M reactions from patents (1976-2016). The task is: Predict the reactants needed to synthesize the given product. The reactants are: [C:1]([O:5][C:6]([N:8]([CH2:38][CH2:39][O:40][CH3:41])[CH2:9][CH2:10][N:11]([C:16]1[CH:17]=[C:18]2[C:22](=[CH:23][CH:24]=1)[C:21](=[O:25])[N:20]([CH2:26][C:27]([O:29]CC1C=CC=CC=1)=[O:28])[C:19]2=[O:37])[S:12]([CH3:15])(=[O:14])=[O:13])=[O:7])([CH3:4])([CH3:3])[CH3:2]. Given the product [C:1]([O:5][C:6]([N:8]([CH2:38][CH2:39][O:40][CH3:41])[CH2:9][CH2:10][N:11]([C:16]1[CH:17]=[C:18]2[C:22](=[CH:23][CH:24]=1)[C:21](=[O:25])[N:20]([CH2:26][C:27]([OH:29])=[O:28])[C:19]2=[O:37])[S:12]([CH3:15])(=[O:13])=[O:14])=[O:7])([CH3:4])([CH3:3])[CH3:2], predict the reactants needed to synthesize it.